Dataset: Catalyst prediction with 721,799 reactions and 888 catalyst types from USPTO. Task: Predict which catalyst facilitates the given reaction. (1) Reactant: C(=O)([O-])[O-].[K+].[K+].C([O:10][CH:11]([CH2:22][O:23][CH3:24])[C:12]([NH:14][C:15]1[CH:20]=[CH:19][C:18]([CH3:21])=[CH:17][N:16]=1)=[O:13])(=O)C. Product: [OH:10][CH:11]([CH2:22][O:23][CH3:24])[C:12]([NH:14][C:15]1[CH:20]=[CH:19][C:18]([CH3:21])=[CH:17][N:16]=1)=[O:13]. The catalyst class is: 5. (2) Reactant: [CH2:1]([O:8][C:9]1[CH:17]=[CH:16][C:12]([C:13]([OH:15])=O)=[CH:11][C:10]=1[C:18]([CH3:21])([CH3:20])[CH3:19])[C:2]1[CH:7]=[CH:6][CH:5]=[CH:4][CH:3]=1.[C:22]([O:26][C:27](=[O:30])[CH2:28][NH2:29])([CH3:25])([CH3:24])[CH3:23].CN([P+](ON1N=NC2C=CC=CC1=2)(N(C)C)N(C)C)C.F[P-](F)(F)(F)(F)F.CN1CCOCC1. The catalyst class is: 329. Product: [CH2:1]([O:8][C:9]1[CH:17]=[CH:16][C:12]([C:13]([NH:29][CH2:28][C:27]([O:26][C:22]([CH3:25])([CH3:24])[CH3:23])=[O:30])=[O:15])=[CH:11][C:10]=1[C:18]([CH3:21])([CH3:20])[CH3:19])[C:2]1[CH:3]=[CH:4][CH:5]=[CH:6][CH:7]=1. (3) Reactant: [CH3:1][NH:2][CH2:3][CH2:4][C:5]1[CH2:6][C:7]2[C:12]([C:13]=1[CH2:14][C:15]1[CH:20]=[N:19][CH:18]=[CH:17][N:16]=1)=[CH:11][CH:10]=[CH:9][CH:8]=2.C(=O)([O-])[O-].[K+].[K+].Br[CH2:28][CH2:29][F:30]. Product: [F:30][CH2:29][CH2:28][N:2]([CH3:1])[CH2:3][CH2:4][C:5]1[CH2:6][C:7]2[C:12]([C:13]=1[CH2:14][C:15]1[CH:20]=[N:19][CH:18]=[CH:17][N:16]=1)=[CH:11][CH:10]=[CH:9][CH:8]=2. The catalyst class is: 21. (4) Reactant: [NH2:1][C:2]1[CH:10]=[CH:9][C:8]([CH3:11])=[CH:7][C:3]=1[C:4]([NH2:6])=[O:5].[F:12][C:13]1[CH:20]=[CH:19][C:16]([CH:17]=O)=[CH:15][CH:14]=1.II.C(=O)([O-])[O-].[K+].[K+]. Product: [F:12][C:13]1[CH:20]=[CH:19][C:16]([C:17]2[NH:6][C:4](=[O:5])[C:3]3[C:2](=[CH:10][CH:9]=[C:8]([CH3:11])[CH:7]=3)[N:1]=2)=[CH:15][CH:14]=1. The catalyst class is: 18. (5) Reactant: [Cl:1][C:2]1[C:7]([CH2:8][C:9](OCC)=[O:10])=[C:6]([NH:14]CC2C=CC(OC)=CC=2OC)[N:5]=[C:4]([S:26][CH2:27][C:28]2[CH:33]=[CH:32][CH:31]=[C:30]([F:34])[C:29]=2[F:35])[N:3]=1.C1(C)C=CC(S(O)(=O)=O)=CC=1. Product: [Cl:1][C:2]1[C:7]2[CH2:8][C:9](=[O:10])[NH:14][C:6]=2[N:5]=[C:4]([S:26][CH2:27][C:28]2[CH:33]=[CH:32][CH:31]=[C:30]([F:34])[C:29]=2[F:35])[N:3]=1. The catalyst class is: 11. (6) Reactant: Br[C:2]1[C:10]2[C:5](=[N:6][C:7]([C:18]3[CH:23]=[CH:22][C:21]([CH3:24])=[CH:20][CH:19]=3)=[C:8]([C:11]3[CH:16]=[CH:15][C:14]([CH3:17])=[CH:13][CH:12]=3)[N:9]=2)[N:4]([CH2:25][CH2:26][CH2:27][CH2:28][CH2:29][CH2:30][C:31]([O:33]CC)=[O:32])[CH:3]=1.N#N.[Na].Cl.[CH3:40][OH:41]. Product: [CH3:40][O:41][C:3]1[N:4]([CH2:25][CH2:26][CH2:27][CH2:28][CH2:29][CH2:30][C:31]([OH:33])=[O:32])[C:5]2=[N:6][C:7]([C:18]3[CH:23]=[CH:22][C:21]([CH3:24])=[CH:20][CH:19]=3)=[C:8]([C:11]3[CH:12]=[CH:13][C:14]([CH3:17])=[CH:15][CH:16]=3)[N:9]=[C:10]2[CH:2]=1. The catalyst class is: 6.